This data is from NCI-60 drug combinations with 297,098 pairs across 59 cell lines. The task is: Regression. Given two drug SMILES strings and cell line genomic features, predict the synergy score measuring deviation from expected non-interaction effect. (1) Drug 1: C1=CC(=CC=C1CC(C(=O)O)N)N(CCCl)CCCl.Cl. Drug 2: COC1=NC(=NC2=C1N=CN2C3C(C(C(O3)CO)O)O)N. Cell line: SF-539. Synergy scores: CSS=13.5, Synergy_ZIP=-2.56, Synergy_Bliss=4.36, Synergy_Loewe=2.74, Synergy_HSA=2.84. (2) Drug 1: CC1=C(C=C(C=C1)NC2=NC=CC(=N2)N(C)C3=CC4=NN(C(=C4C=C3)C)C)S(=O)(=O)N.Cl. Drug 2: CN(CCCl)CCCl.Cl. Cell line: MCF7. Synergy scores: CSS=16.6, Synergy_ZIP=-1.73, Synergy_Bliss=0.152, Synergy_Loewe=-41.9, Synergy_HSA=-2.48. (3) Drug 1: CC1=C(C=C(C=C1)C(=O)NC2=CC(=CC(=C2)C(F)(F)F)N3C=C(N=C3)C)NC4=NC=CC(=N4)C5=CN=CC=C5. Drug 2: C1=CC=C(C(=C1)C(C2=CC=C(C=C2)Cl)C(Cl)Cl)Cl. Cell line: BT-549. Synergy scores: CSS=0.587, Synergy_ZIP=-0.941, Synergy_Bliss=-0.710, Synergy_Loewe=-2.97, Synergy_HSA=-2.97. (4) Drug 1: CN(C(=O)NC(C=O)C(C(C(CO)O)O)O)N=O. Drug 2: C1CNP(=O)(OC1)N(CCCl)CCCl. Cell line: BT-549. Synergy scores: CSS=0.802, Synergy_ZIP=-0.685, Synergy_Bliss=-1.36, Synergy_Loewe=-0.343, Synergy_HSA=-1.03. (5) Drug 1: C1C(C(OC1N2C=C(C(=O)NC2=O)F)CO)O. Drug 2: CC12CCC3C(C1CCC2O)C(CC4=C3C=CC(=C4)O)CCCCCCCCCS(=O)CCCC(C(F)(F)F)(F)F. Cell line: OVCAR-4. Synergy scores: CSS=7.84, Synergy_ZIP=-2.34, Synergy_Bliss=3.10, Synergy_Loewe=-5.07, Synergy_HSA=1.25. (6) Drug 1: C1=NC2=C(N1)C(=S)N=C(N2)N. Drug 2: CC1C(C(=O)NC(C(=O)N2CCCC2C(=O)N(CC(=O)N(C(C(=O)O1)C(C)C)C)C)C(C)C)NC(=O)C3=C4C(=C(C=C3)C)OC5=C(C(=O)C(=C(C5=N4)C(=O)NC6C(OC(=O)C(N(C(=O)CN(C(=O)C7CCCN7C(=O)C(NC6=O)C(C)C)C)C)C(C)C)C)N)C. Cell line: SF-295. Synergy scores: CSS=33.7, Synergy_ZIP=-0.143, Synergy_Bliss=-0.600, Synergy_Loewe=0.195, Synergy_HSA=0.270. (7) Drug 1: CC1C(C(=O)NC(C(=O)N2CCCC2C(=O)N(CC(=O)N(C(C(=O)O1)C(C)C)C)C)C(C)C)NC(=O)C3=C4C(=C(C=C3)C)OC5=C(C(=O)C(=C(C5=N4)C(=O)NC6C(OC(=O)C(N(C(=O)CN(C(=O)C7CCCN7C(=O)C(NC6=O)C(C)C)C)C)C(C)C)C)N)C. Synergy scores: CSS=-7.79, Synergy_ZIP=4.82, Synergy_Bliss=1.61, Synergy_Loewe=-2.47, Synergy_HSA=-3.05. Cell line: DU-145. Drug 2: CCCCCOC(=O)NC1=NC(=O)N(C=C1F)C2C(C(C(O2)C)O)O. (8) Drug 1: CC1=C(C(=CC=C1)Cl)NC(=O)C2=CN=C(S2)NC3=CC(=NC(=N3)C)N4CCN(CC4)CCO. Drug 2: C(CN)CNCCSP(=O)(O)O. Cell line: T-47D. Synergy scores: CSS=4.68, Synergy_ZIP=-0.362, Synergy_Bliss=0.587, Synergy_Loewe=1.29, Synergy_HSA=-0.0516.